From a dataset of Reaction yield outcomes from USPTO patents with 853,638 reactions. Predict the reaction yield, written as a fraction of the theoretical maximum amount of product (1.0 means a 100% yield; for example, 0.34 means a 34% yield). (1) The reactants are Cl.[NH2:2][S:3]([C:6]1[CH:13]=[CH:12][C:9]([CH2:10][NH2:11])=[CH:8][CH:7]=1)(=[O:5])=[O:4].Cl.CS([C:19]1[CH:26]=CC(CN)=CC=1)(=O)=O.[NH2:27][C:28]1[CH:38]=[CH:37][C:31]([C:32]([O:34][CH2:35][CH3:36])=[O:33])=[CH:30][CH:29]=1.[NH2:39][C:40]1S[C:42]([C:46]([O:48][CH2:49]C)=O)=[C:43]([CH3:45])[N:44]=1.[C:51](O)(C(F)(F)F)=[O:52].O.[CH3:59]O. No catalyst specified. The product is [NH2:2][S:3]([C:6]1[CH:7]=[CH:8][C:9]([CH2:10][NH:11][C:59]2[C:45]3[C:43](=[CH:42][C:46]([O:48][CH3:49])=[C:26]([O:52][CH3:51])[CH:19]=3)[N:44]=[C:40]([NH:27][C:28]3[CH:29]=[CH:30][C:31]([C:32]([O:34][CH2:35][CH3:36])=[O:33])=[CH:37][CH:38]=3)[N:39]=2)=[CH:12][CH:13]=1)(=[O:4])=[O:5]. The yield is 0.210. (2) The reactants are [N:1]1([C:7](Cl)=[O:8])[CH2:6][CH2:5][O:4][CH2:3][CH2:2]1.[CH:10]1([N:14]2[CH2:19][CH2:18][CH:17]([O:20][C:21]3[CH:26]=[CH:25][C:24]([CH:27]4[CH2:32][CH2:31][NH:30][CH2:29][CH2:28]4)=[CH:23][CH:22]=3)[CH2:16][CH2:15]2)[CH2:13][CH2:12][CH2:11]1.C(N(CC)CC)C. The catalyst is C(Cl)Cl. The product is [CH:10]1([N:14]2[CH2:19][CH2:18][CH:17]([O:20][C:21]3[CH:22]=[CH:23][C:24]([CH:27]4[CH2:28][CH2:29][N:30]([C:7]([N:1]5[CH2:6][CH2:5][O:4][CH2:3][CH2:2]5)=[O:8])[CH2:31][CH2:32]4)=[CH:25][CH:26]=3)[CH2:16][CH2:15]2)[CH2:13][CH2:12][CH2:11]1. The yield is 0.920. (3) The reactants are Cl.C(N=C=NCCCN(C)C)C.[C:13]1([CH2:19][O:20][C:21]([NH:23][C:24]2([C:30]([OH:32])=O)[CH2:29][CH2:28][CH2:27][CH2:26][CH2:25]2)=[O:22])[CH:18]=[CH:17][CH:16]=[CH:15][CH:14]=1.ON1C2C=CC=CC=2N=N1.[NH2:43][C@H:44]([CH2:48][OH:49])[CH:45]([CH3:47])[CH3:46]. The catalyst is C(Cl)Cl. The product is [C:13]1([CH2:19][O:20][C:21]([NH:23][C:24]2([C:30]([NH:43][C@H:44]([CH2:48][OH:49])[CH:45]([CH3:47])[CH3:46])=[O:32])[CH2:25][CH2:26][CH2:27][CH2:28][CH2:29]2)=[O:22])[CH:14]=[CH:15][CH:16]=[CH:17][CH:18]=1. The yield is 0.910.